The task is: Predict the reaction yield, written as a fraction of the theoretical maximum amount of product (1.0 means a 100% yield; for example, 0.34 means a 34% yield).. This data is from Reaction yield outcomes from USPTO patents with 853,638 reactions. (1) The reactants are FC(F)(F)C(O)=O.ClCCl.[NH2:11][C:12]1[N:17]=[CH:16][N:15]=[C:14]2[N:18]([CH:22]3[CH2:27][CH2:26][N:25](C(OC(C)(C)C)=O)[CH2:24][CH2:23]3)[N:19]=[C:20]([I:21])[C:13]=12. The catalyst is ClCCl. The product is [I:21][C:20]1[C:13]2[C:14](=[N:15][CH:16]=[N:17][C:12]=2[NH2:11])[N:18]([CH:22]2[CH2:27][CH2:26][NH:25][CH2:24][CH2:23]2)[N:19]=1. The yield is 0.970. (2) The reactants are [CH:1]1([C:4]2[CH:9]=[CH:8][CH:7]=[CH:6][CH:5]=2)[CH2:3][CH2:2]1.C([O-])(=O)C.[Na+].[Br:15]Br.OS([O-])=O.[Na+]. The catalyst is C(O)(=O)C.O. The product is [CH:1]1([C:4]2[CH:9]=[CH:8][C:7]([Br:15])=[CH:6][CH:5]=2)[CH2:3][CH2:2]1. The yield is 0.210. (3) The reactants are [ClH:1].O1CCOCC1.[OH:8][C@H:9]1[C:13]2[N:14]=[CH:15][N:16]=[C:17]([N:18]3[CH2:23][CH2:22][N:21](C(OC(C)(C)C)=O)[CH2:20][CH2:19]3)[C:12]=2[C@H:11]([CH3:31])[CH2:10]1. The catalyst is O1CCOCC1. The product is [ClH:1].[ClH:1].[CH3:31][C@H:11]1[C:12]2[C:17]([N:18]3[CH2:19][CH2:20][NH:21][CH2:22][CH2:23]3)=[N:16][CH:15]=[N:14][C:13]=2[C@H:9]([OH:8])[CH2:10]1. The yield is 0.798. (4) The reactants are [CH3:1][O:2][C:3](=[O:40])[NH:4][CH:5]([C:9]([N:11]1[CH2:15][CH2:14][CH2:13][CH:12]1[C:16](=[O:39])[NH:17][C:18]1[CH:23]=[CH:22][C:21]([C:24]2[CH:29]=[CH:28][C:27](B3OC(C)(C)C(C)(C)O3)=[CH:26][CH:25]=2)=[CH:20][CH:19]=1)=[O:10])[CH:6]([CH3:8])[CH3:7].[CH3:41][O:42][C:43](=[O:68])[NH:44][CH:45]([C:49]([N:51]1[CH2:55][CH2:54][CH2:53][CH:52]1[C:56]1[NH:57][C:58]([C:61]2[CH:66]=[CH:65][C:64](Br)=[CH:63][CH:62]=2)=[CH:59][N:60]=1)=[O:50])[CH:46]([CH3:48])[CH3:47].C(=O)([O-])[O-].[K+].[K+]. The catalyst is COCCOC.C1C=CC([P]([Pd]([P](C2C=CC=CC=2)(C2C=CC=CC=2)C2C=CC=CC=2)([P](C2C=CC=CC=2)(C2C=CC=CC=2)C2C=CC=CC=2)[P](C2C=CC=CC=2)(C2C=CC=CC=2)C2C=CC=CC=2)(C2C=CC=CC=2)C2C=CC=CC=2)=CC=1. The product is [CH3:1][O:2][C:3](=[O:40])[NH:4][CH:5]([C:9]([N:11]1[CH2:15][CH2:14][CH2:13][CH:12]1[C:16](=[O:39])[NH:17][C:18]1[CH:19]=[CH:20][C:21]([C:24]2[CH:25]=[CH:26][C:27]([C:64]3[CH:65]=[CH:66][C:61]([C:58]4[NH:57][C:56]([CH:52]5[CH2:53][CH2:54][CH2:55][N:51]5[C:49](=[O:50])[CH:45]([NH:44][C:43]([O:42][CH3:41])=[O:68])[CH:46]([CH3:48])[CH3:47])=[N:60][CH:59]=4)=[CH:62][CH:63]=3)=[CH:28][CH:29]=2)=[CH:22][CH:23]=1)=[O:10])[CH:6]([CH3:8])[CH3:7]. The yield is 0.270. (5) The reactants are [C:1]([C:3]1[CH:4]=[N:5][CH:6]=[C:7](B2OC(C)(C)C(C)(C)O2)[CH:8]=1)#[N:2].Br[C:19]1[CH:20]=[C:21]([C:26]2([C:37]3[CH:42]=[CH:41][N:40]=[CH:39][CH:38]=3)[C:34]3[C:29](=[C:30]([F:35])[CH:31]=[CH:32][CH:33]=3)[C:28]([NH2:36])=[N:27]2)[CH:22]=[CH:23][C:24]=1[F:25].C(=O)([O-])[O-].[K+].[K+]. The catalyst is C1C=CC(P(C2C=CC=CC=2)[C-]2C=CC=C2)=CC=1.C1C=CC(P(C2C=CC=CC=2)[C-]2C=CC=C2)=CC=1.Cl[Pd]Cl.[Fe+2].CN(C=O)C. The product is [NH2:36][C:28]1[C:29]2[C:34](=[CH:33][CH:32]=[CH:31][C:30]=2[F:35])[C:26]([C:21]2[CH:20]=[CH:19][C:24]([F:25])=[C:23]([C:7]3[CH:6]=[N:5][CH:4]=[C:3]([CH:8]=3)[C:1]#[N:2])[CH:22]=2)([C:37]2[CH:42]=[CH:41][N:40]=[CH:39][CH:38]=2)[N:27]=1. The yield is 0.0740. (6) The reactants are C1(P(C2C=CC=CC=2)C2C=CC=CC=2)C=CC=CC=1.BrN1C(=O)CCC1=O.[CH:28]1([CH2:33][CH:34]([C:38]2[CH:43]=[CH:42][C:41]([C:44]([F:47])([F:46])[F:45])=[C:40]([F:48])[CH:39]=2)[C:35](O)=[O:36])[CH2:32][CH2:31][CH2:30][CH2:29]1.[NH2:49][C:50]1[CH:55]=[CH:54][CH:53]=[CH:52][N:51]=1. The catalyst is C(Cl)Cl. The product is [CH:28]1([CH2:33][CH:34]([C:38]2[CH:43]=[CH:42][C:41]([C:44]([F:46])([F:45])[F:47])=[C:40]([F:48])[CH:39]=2)[C:35]([NH:49][C:50]2[CH:55]=[CH:54][CH:53]=[CH:52][N:51]=2)=[O:36])[CH2:29][CH2:30][CH2:31][CH2:32]1. The yield is 0.450.